From a dataset of Full USPTO retrosynthesis dataset with 1.9M reactions from patents (1976-2016). Predict the reactants needed to synthesize the given product. (1) The reactants are: [F:1][C:2]1[CH:7]=[C:6]([Cl:8])[CH:5]=[CH:4][C:3]=1I.[OH:10][C:11]1[CH:16]=[CH:15][C:14](B(O)O)=[CH:13][CH:12]=1.C(=O)([O-])[O-].[K+].[K+]. Given the product [OH:10][C:11]1[CH:16]=[CH:15][C:14]([C:3]2[CH:4]=[CH:5][C:6]([Cl:8])=[CH:7][C:2]=2[F:1])=[CH:13][CH:12]=1, predict the reactants needed to synthesize it. (2) The reactants are: [Li+].CC([N-]C(C)C)C.[F:9][C:10]1[CH:15]=[CH:14][C:13]([C:16]2[CH:21]=[C:20]([CH3:22])[CH:19]=[C:18]([C:23]3[CH:28]=[CH:27][C:26]([C:29]([F:32])([F:31])[F:30])=[CH:25][CH:24]=3)[N:17]=2)=[CH:12][CH:11]=1.[C:33](=O)([O:36]C)[O:34][CH3:35]. Given the product [CH3:35][O:34][C:33](=[O:36])[CH2:22][C:20]1[CH:19]=[C:18]([C:23]2[CH:28]=[CH:27][C:26]([C:29]([F:32])([F:30])[F:31])=[CH:25][CH:24]=2)[N:17]=[C:16]([C:13]2[CH:12]=[CH:11][C:10]([F:9])=[CH:15][CH:14]=2)[CH:21]=1, predict the reactants needed to synthesize it.